Dataset: Forward reaction prediction with 1.9M reactions from USPTO patents (1976-2016). Task: Predict the product of the given reaction. (1) The product is: [C:33]([O:24][CH2:23][C:22]1[C:17]([N:10]2[N:9]=[CH:8][C:7]3[C:12](=[C:13]([F:15])[CH:14]=[C:5]([C:1]([CH3:4])([CH3:2])[CH3:3])[CH:6]=3)[C:11]2=[O:16])=[N:18][CH:19]=[CH:20][C:21]=1[Cl:25])(=[O:35])[CH3:34]. Given the reactants [C:1]([C:5]1[CH:6]=[C:7]2[C:12](=[C:13]([F:15])[CH:14]=1)[C:11](=[O:16])[N:10]([C:17]1[C:22]([CH2:23][OH:24])=[C:21]([Cl:25])[CH:20]=[CH:19][N:18]=1)[N:9]=[CH:8]2)([CH3:4])([CH3:3])[CH3:2].C(N(CC)CC)C.[C:33](Cl)(=[O:35])[CH3:34], predict the reaction product. (2) Given the reactants C(OC([C:6]1[NH:7][C:8]([CH3:21])=[C:9]([C:12]2[CH:17]=[CH:16][C:15]([C:18]([OH:20])=[O:19])=[CH:14][CH:13]=2)[C:10]=1[CH3:11])=O)C.[OH-].[K+].Cl.C(=O)=O, predict the reaction product. The product is: [CH3:21][C:8]1[NH:7][CH:6]=[C:10]([CH3:11])[C:9]=1[C:12]1[CH:17]=[CH:16][C:15]([C:18]([OH:20])=[O:19])=[CH:14][CH:13]=1. (3) Given the reactants [NH:1]1[CH:5]=[N:4][N:3]=[N:2]1.[C:6](Cl)([C:19]1[CH:24]=[CH:23][CH:22]=[CH:21][CH:20]=1)([C:13]1[CH:18]=[CH:17][CH:16]=[CH:15][CH:14]=1)[C:7]1[CH:12]=[CH:11][CH:10]=[CH:9][CH:8]=1, predict the reaction product. The product is: [C:6]([C:5]1[NH:4][N:3]=[N:2][N:1]=1)([C:7]1[CH:12]=[CH:11][CH:10]=[CH:9][CH:8]=1)([C:19]1[CH:20]=[CH:21][CH:22]=[CH:23][CH:24]=1)[C:13]1[CH:14]=[CH:15][CH:16]=[CH:17][CH:18]=1. (4) Given the reactants [N:1]([C@H:4]([C:6]1[CH:11]=[CH:10][CH:9]=[CH:8][C:7]=1[Br:12])[CH3:5])=[N+]=[N-].[NH4+].[Cl-].[In], predict the reaction product. The product is: [Br:12][C:7]1[CH:8]=[CH:9][CH:10]=[CH:11][C:6]=1[C@@H:4]([NH2:1])[CH3:5]. (5) Given the reactants [OH:1][C:2]1[CH:7]=[CH:6][C:5]([CH:8]([CH:12]2C(=O)OC(C)(C)[O:14][C:13]2=[O:21])[C:9]#[C:10][CH3:11])=[CH:4][CH:3]=1.O.Cl, predict the reaction product. The product is: [OH:1][C:2]1[CH:3]=[CH:4][C:5]([CH:8]([C:9]#[C:10][CH3:11])[CH2:12][C:13]([OH:21])=[O:14])=[CH:6][CH:7]=1.